Dataset: Forward reaction prediction with 1.9M reactions from USPTO patents (1976-2016). Task: Predict the product of the given reaction. Given the reactants C([N:3]([CH2:6][CH3:7])CC)C.Cl.NO.CC([C:14]1[C:19]([F:20])=[CH:18][CH:17]=[CH:16][C:15]=1[F:21])=O, predict the reaction product. The product is: [F:20][C:19]1[CH:18]=[CH:17][CH:16]=[C:15]([F:21])[C:14]=1[CH:6]([NH2:3])[CH3:7].